Dataset: NCI-60 drug combinations with 297,098 pairs across 59 cell lines. Task: Regression. Given two drug SMILES strings and cell line genomic features, predict the synergy score measuring deviation from expected non-interaction effect. (1) Synergy scores: CSS=21.5, Synergy_ZIP=5.27, Synergy_Bliss=5.76, Synergy_Loewe=3.38, Synergy_HSA=5.59. Drug 1: C1=CC(=CC=C1CC(C(=O)O)N)N(CCCl)CCCl.Cl. Drug 2: C1=NC(=NC(=O)N1C2C(C(C(O2)CO)O)O)N. Cell line: IGROV1. (2) Drug 1: CC1=C(C(=CC=C1)Cl)NC(=O)C2=CN=C(S2)NC3=CC(=NC(=N3)C)N4CCN(CC4)CCO. Drug 2: C(CC(=O)O)C(=O)CN.Cl. Cell line: UO-31. Synergy scores: CSS=20.2, Synergy_ZIP=-5.86, Synergy_Bliss=-2.59, Synergy_Loewe=-9.89, Synergy_HSA=0.573. (3) Drug 1: CC1C(C(=O)NC(C(=O)N2CCCC2C(=O)N(CC(=O)N(C(C(=O)O1)C(C)C)C)C)C(C)C)NC(=O)C3=C4C(=C(C=C3)C)OC5=C(C(=O)C(=C(C5=N4)C(=O)NC6C(OC(=O)C(N(C(=O)CN(C(=O)C7CCCN7C(=O)C(NC6=O)C(C)C)C)C)C(C)C)C)N)C. Drug 2: C1CCC(C(C1)N)N.C(=O)(C(=O)[O-])[O-].[Pt+4]. Cell line: TK-10. Synergy scores: CSS=29.2, Synergy_ZIP=-3.39, Synergy_Bliss=-2.71, Synergy_Loewe=-5.56, Synergy_HSA=2.71. (4) Drug 1: C#CCC(CC1=CN=C2C(=N1)C(=NC(=N2)N)N)C3=CC=C(C=C3)C(=O)NC(CCC(=O)O)C(=O)O. Drug 2: C1C(C(OC1N2C=NC(=NC2=O)N)CO)O. Cell line: HCT-15. Synergy scores: CSS=4.96, Synergy_ZIP=-2.43, Synergy_Bliss=-0.366, Synergy_Loewe=-2.57, Synergy_HSA=-2.50. (5) Drug 1: CCC1=CC2CC(C3=C(CN(C2)C1)C4=CC=CC=C4N3)(C5=C(C=C6C(=C5)C78CCN9C7C(C=CC9)(C(C(C8N6C)(C(=O)OC)O)OC(=O)C)CC)OC)C(=O)OC.C(C(C(=O)O)O)(C(=O)O)O. Drug 2: B(C(CC(C)C)NC(=O)C(CC1=CC=CC=C1)NC(=O)C2=NC=CN=C2)(O)O. Cell line: A498. Synergy scores: CSS=10.2, Synergy_ZIP=-8.03, Synergy_Bliss=-6.01, Synergy_Loewe=-7.79, Synergy_HSA=-4.33. (6) Drug 1: C1=CC(=CC=C1CCCC(=O)O)N(CCCl)CCCl. Drug 2: CC(C)(C#N)C1=CC(=CC(=C1)CN2C=NC=N2)C(C)(C)C#N. Cell line: MCF7. Synergy scores: CSS=29.5, Synergy_ZIP=-9.55, Synergy_Bliss=-3.60, Synergy_Loewe=-2.08, Synergy_HSA=-1.96. (7) Drug 1: C1CC(=O)NC(=O)C1N2CC3=C(C2=O)C=CC=C3N. Drug 2: CN(C(=O)NC(C=O)C(C(C(CO)O)O)O)N=O. Cell line: NCIH23. Synergy scores: CSS=3.12, Synergy_ZIP=-2.14, Synergy_Bliss=-7.04, Synergy_Loewe=-3.26, Synergy_HSA=-4.63.